Dataset: Reaction yield outcomes from USPTO patents with 853,638 reactions. Task: Predict the reaction yield, written as a fraction of the theoretical maximum amount of product (1.0 means a 100% yield; for example, 0.34 means a 34% yield). (1) The reactants are [H-].[Na+].[NH:3]1[CH:7]=[CH:6][N:5]=[CH:4]1.Br[CH2:9][C:10]([O:12][CH2:13][CH3:14])=[O:11]. The catalyst is C1COCC1.O. The product is [CH2:13]([O:12][C:10](=[O:11])[CH2:9][N:3]1[CH:7]=[CH:6][N:5]=[CH:4]1)[CH3:14]. The yield is 0.650. (2) The reactants are [CH2:1]([N:3]([CH2:14][C:15]1[CH:20]=[CH:19][CH:18]=[CH:17][C:16]=1[F:21])[C:4](=[O:13])[CH2:5][C:6]1[CH:11]=[CH:10][C:9]([OH:12])=[CH:8][CH:7]=1)[CH3:2].Br[CH2:23][C:24]1[CH:33]=[CH:32][CH:31]=[CH:30][C:25]=1[C:26]([O:28][CH3:29])=[O:27].C(=O)([O-])[O-].[K+].[K+].C(O)C(N)(CO)CO. The catalyst is C(#N)C. The product is [CH2:1]([N:3]([CH2:14][C:15]1[CH:20]=[CH:19][CH:18]=[CH:17][C:16]=1[F:21])[C:4](=[O:13])[CH2:5][C:6]1[CH:7]=[CH:8][C:9]([O:12][CH2:23][C:24]2[CH:33]=[CH:32][CH:31]=[CH:30][C:25]=2[C:26]([O:28][CH3:29])=[O:27])=[CH:10][CH:11]=1)[CH3:2]. The yield is 0.943.